The task is: Predict the product of the given reaction.. This data is from Forward reaction prediction with 1.9M reactions from USPTO patents (1976-2016). (1) Given the reactants [CH2:1](Cl)Cl.[Cl:4][C:5]1[CH:13]=[CH:12][C:11]([Br:14])=[CH:10][C:6]=1[C:7]([OH:9])=[O:8].[Cl-], predict the reaction product. The product is: [Br:14][C:11]1[CH:12]=[CH:13][C:5]([Cl:4])=[C:6]([CH:10]=1)[C:7]([O:9][CH3:1])=[O:8]. (2) The product is: [C:12]([C:14](=[C:20]1[CH2:25][CH2:24][CH2:23][CH2:22][CH2:21]1)[C:15]([O:17][CH2:18][CH3:19])=[O:16])#[N:13]. Given the reactants N1CCCC1C(O)=O.C(O)C.[C:12]([CH2:14][C:15]([O:17][CH2:18][CH3:19])=[O:16])#[N:13].[C:20]1(=O)[CH2:25][CH2:24][CH2:23][CH2:22][CH2:21]1, predict the reaction product.